Dataset: Full USPTO retrosynthesis dataset with 1.9M reactions from patents (1976-2016). Task: Predict the reactants needed to synthesize the given product. (1) Given the product [CH2:28]([O:27][C:26](=[O:33])[NH:18][C:9]1[C:8]2[N:7]=[CH:6][N:5]([CH2:1][CH:2]([CH3:4])[CH3:3])[C:17]=2[C:16]2[CH:15]=[CH:14][CH:13]=[CH:12][C:11]=2[N:10]=1)[CH2:29][CH2:30][CH2:31][CH3:32], predict the reactants needed to synthesize it. The reactants are: [CH2:1]([N:5]1[C:17]2[C:16]3[CH:15]=[CH:14][CH:13]=[CH:12][C:11]=3[N:10]=[C:9]([NH2:18])[C:8]=2[N:7]=[CH:6]1)[CH:2]([CH3:4])[CH3:3].CCN(CC)CC.[C:26](O[C:26]([O:27][CH2:28][CH2:29][CH2:30][CH2:31][CH3:32])=[O:33])(=[O:33])[O:27][CH2:28][CH2:29][CH2:30][CH2:31][CH3:32]. (2) The reactants are: C[O:2][C:3](=[O:31])[CH2:4][O:5][C:6]1[CH:15]=[CH:14][C:13]2[C:8](=[CH:9][CH:10]=[C:11]([C:16]3[NH:17][C:18]4[C:23]([C:24]=3[CH2:25][CH2:26][CH2:27][CH2:28][CH3:29])=[CH:22][CH:21]=[CH:20][CH:19]=4)[CH:12]=2)[C:7]=1[Br:30].[CH3:32]C([O-])(C)C.[K+].[H-].[Na+]. Given the product [Br:30][C:7]1[C:8]2[C:13](=[CH:12][C:11]([C:16]3[N:17]([CH3:32])[C:18]4[C:23]([C:24]=3[CH2:25][CH2:26][CH2:27][CH2:28][CH3:29])=[CH:22][CH:21]=[CH:20][CH:19]=4)=[CH:10][CH:9]=2)[CH:14]=[CH:15][C:6]=1[O:5][CH2:4][C:3]([OH:2])=[O:31], predict the reactants needed to synthesize it. (3) Given the product [CH3:10][O:9][C:7]1[CH:8]=[C:3]([O:2][CH3:1])[CH:4]=[C:5]2[C:6]=1[C:18]([OH:19])=[CH:13][CH:12]=[N:11]2, predict the reactants needed to synthesize it. The reactants are: [CH3:1][O:2][C:3]1[CH:4]=[C:5]([NH:11][CH:12]=[C:13]2[C:18](=[O:19])OC(C)(C)OC2=O)[CH:6]=[C:7]([O:9][CH3:10])[CH:8]=1.CCCCCC. (4) Given the product [C:21]([O:25][C:26](=[O:35])[NH:27][C@@H:28]([C@H:30]1[CH2:34][CH2:33][N:32]([C:7]2[C:6]([O:15][CH3:16])=[C:5]3[C:10]([C:11](=[O:12])[N:2]([NH2:1])[C:3](=[O:20])[N:4]3[CH:17]3[CH2:19][CH2:18]3)=[CH:9][C:8]=2[F:13])[CH2:31]1)[CH3:29])([CH3:22])([CH3:23])[CH3:24], predict the reactants needed to synthesize it. The reactants are: [NH2:1][N:2]1[C:11](=[O:12])[C:10]2[C:5](=[C:6]([O:15][CH3:16])[C:7](F)=[C:8]([F:13])[CH:9]=2)[N:4]([CH:17]2[CH2:19][CH2:18]2)[C:3]1=[O:20].[C:21]([O:25][C:26](=[O:35])[NH:27][C@H:28]([C@@H:30]1[CH2:34][CH2:33][NH:32][CH2:31]1)[CH3:29])([CH3:24])([CH3:23])[CH3:22].C(N(CC)CC)C.CS(C)=O.